From a dataset of Peptide-MHC class II binding affinity with 134,281 pairs from IEDB. Regression. Given a peptide amino acid sequence and an MHC pseudo amino acid sequence, predict their binding affinity value. This is MHC class II binding data. (1) The peptide sequence is KTKEGVLYVGSKTKK. The MHC is HLA-DPA10201-DPB10501 with pseudo-sequence HLA-DPA10201-DPB10501. The binding affinity (normalized) is 0.256. (2) The peptide sequence is ADEEQQQALSSQMGF. The MHC is DRB5_0101 with pseudo-sequence DRB5_0101. The binding affinity (normalized) is 0.163. (3) The peptide sequence is NVTENFNMWKNNMVEQMH. The MHC is DRB1_0901 with pseudo-sequence DRB1_0901. The binding affinity (normalized) is 0.583. (4) The peptide sequence is RRRLLVLDAVALERW. The MHC is DRB1_0901 with pseudo-sequence DRB1_0901. The binding affinity (normalized) is 0.322. (5) The peptide sequence is RRHGVRIRVRSGGHD. The MHC is DRB1_1302 with pseudo-sequence DRB1_1302. The binding affinity (normalized) is 0.494. (6) The peptide sequence is AGELQIIDKIDAAFK. The MHC is DRB1_0405 with pseudo-sequence DRB1_0405. The binding affinity (normalized) is 0.328. (7) The peptide sequence is GWPYIGSRSQIIGRS. The MHC is DRB1_0404 with pseudo-sequence DRB1_0404. The binding affinity (normalized) is 0.386. (8) The peptide sequence is EGATPEAKYDAYVAT. The MHC is HLA-DPA10201-DPB11401 with pseudo-sequence HLA-DPA10201-DPB11401. The binding affinity (normalized) is 0. (9) The peptide sequence is ISPSFLVYSFFVHDL. The MHC is HLA-DPA10201-DPB10101 with pseudo-sequence HLA-DPA10201-DPB10101. The binding affinity (normalized) is 0.720.